This data is from Forward reaction prediction with 1.9M reactions from USPTO patents (1976-2016). The task is: Predict the product of the given reaction. (1) Given the reactants [F:1][C:2]1[S:6][C:5]([NH:7][C:8]([C:10]2[CH:14]=[C:13]([CH:15]3[CH2:19][CH2:18][CH2:17][N:16]3[C:20](=[O:24])[CH2:21][NH:22][CH3:23])[S:12][C:11]=2[CH3:25])=[O:9])=[N:4][CH:3]=1.C(N(C(C)C)CC)(C)C.Br[CH2:36][CH2:37][CH2:38][CH2:39][C:40]([O:42][CH3:43])=[O:41].O, predict the reaction product. The product is: [CH3:43][O:42][C:40](=[O:41])[CH2:39][CH2:38][CH2:37][CH2:36][N:22]([CH2:21][C:20]([N:16]1[CH2:17][CH2:18][CH2:19][CH:15]1[C:13]1[S:12][C:11]([CH3:25])=[C:10]([C:8](=[O:9])[NH:7][C:5]2[S:6][C:2]([F:1])=[CH:3][N:4]=2)[CH:14]=1)=[O:24])[CH3:23]. (2) Given the reactants FC(F)(F)C(O)=O.[NH:8]1[CH2:12][CH2:11][CH:10]([S:13]([C:16]2[CH:21]=[CH:20][C:19]([OH:22])=[CH:18][CH:17]=2)(=[O:15])=[O:14])[CH2:9]1.[C:23]1([C:29]#[C:30][CH2:31][CH2:32]OS(C2C=CC(C)=CC=2)(=O)=O)[CH:28]=[CH:27][CH:26]=[CH:25][CH:24]=1, predict the reaction product. The product is: [C:23]1([C:29]#[C:30][CH2:31][CH2:32][N:8]2[CH2:12][CH2:11][CH:10]([S:13]([C:16]3[CH:21]=[CH:20][C:19]([OH:22])=[CH:18][CH:17]=3)(=[O:15])=[O:14])[CH2:9]2)[CH:28]=[CH:27][CH:26]=[CH:25][CH:24]=1. (3) Given the reactants [C:1]([C:5]1[N:6]=[C:7]([C:11]([OH:13])=O)[O:8][C:9]=1[CH3:10])([CH3:4])([CH3:3])[CH3:2].C(Cl)(=O)C([Cl:17])=O.CN(C=O)C, predict the reaction product. The product is: [C:1]([C:5]1[N:6]=[C:7]([C:11]([Cl:17])=[O:13])[O:8][C:9]=1[CH3:10])([CH3:4])([CH3:3])[CH3:2]. (4) Given the reactants [Br:1][C:2]1[CH:11]=[C:10]2[C:5]([CH2:6][CH2:7][N:8]([C:15](=O)[C:16]([N:18]([C:30]([CH3:33])([CH3:32])[CH3:31])[CH2:19][CH2:20][O:21][CH2:22][C:23]#[C:24][C:25]3[S:29][CH:28]=[N:27][CH:26]=3)=[O:17])[CH:9]2C(O)=O)=[CH:4][C:3]=1[O:35][CH3:36].C([O-])(=O)C.[Na+].C(OCC)(=O)C.[NH4+].[OH-], predict the reaction product. The product is: [Br:1][C:2]1[C:3]([O:35][CH3:36])=[CH:4][C:5]2[CH2:6][CH2:7][N:8]3[C:15]4[C:16](=[O:17])[N:18]([C:30]([CH3:31])([CH3:32])[CH3:33])[CH2:19][CH2:20][O:21][CH2:22][C:23]=4[C:24]([C:25]4[S:29][CH:28]=[N:27][CH:26]=4)=[C:9]3[C:10]=2[CH:11]=1. (5) Given the reactants Cl[C:2]1[C:11]2[C:6](=[CH:7][C:8]([O:12][CH3:13])=[CH:9][CH:10]=2)[C:5]([O:14][CH2:15][CH:16]([F:18])[F:17])=[CH:4][N:3]=1.[F-:19].[Cs+], predict the reaction product. The product is: [F:17][CH:16]([F:18])[CH2:15][O:14][C:5]1[C:6]2[C:11](=[CH:10][CH:9]=[C:8]([O:12][CH3:13])[CH:7]=2)[C:2]([F:19])=[N:3][CH:4]=1.